Dataset: Catalyst prediction with 721,799 reactions and 888 catalyst types from USPTO. Task: Predict which catalyst facilitates the given reaction. (1) Reactant: [Br:1][CH2:2][C:3](Br)=[O:4].C(Cl)(Cl)Cl.[C:10]([O:14][C:15]([N:17]1[CH2:22][CH2:21][NH:20][CH2:19][CH2:18]1)=[O:16])([CH3:13])([CH3:12])[CH3:11].C(N(CC)CC)C. Product: [Br:1][CH2:2][C:3]([N:20]1[CH2:19][CH2:18][N:17]([C:15]([O:14][C:10]([CH3:13])([CH3:12])[CH3:11])=[O:16])[CH2:22][CH2:21]1)=[O:4]. The catalyst class is: 13. (2) Reactant: [CH2:1]([O:8][NH:9][C:10]([C:12]1[C:13](Cl)=[N:14][C:15]([Cl:19])=[C:16]([F:18])[CH:17]=1)=[O:11])[C:2]1[CH:7]=[CH:6][CH:5]=[CH:4][CH:3]=1.[H-].[Na+].[CH3:23][C:24]1[CH:29]=[CH:28][C:27]([N:30]=[C:31]=[O:32])=[CH:26][CH:25]=1. Product: [CH2:1]([O:8][N:9]1[C:10](=[O:11])[C:12]2[CH:17]=[C:16]([F:18])[C:15]([Cl:19])=[N:14][C:13]=2[N:30]([C:27]2[CH:28]=[CH:29][C:24]([CH3:23])=[CH:25][CH:26]=2)[C:31]1=[O:32])[C:2]1[CH:7]=[CH:6][CH:5]=[CH:4][CH:3]=1. The catalyst class is: 44. (3) Reactant: [OH-].[Li+].[C:3]([C:5]1[CH:6]=[C:7]([C:15]2[N:20]=[CH:19][C:18]([C:21]3[C:22]([CH2:36][CH3:37])=[C:23]([O:27][CH2:28][CH2:29][CH2:30][C:31]([O:33]CC)=[O:32])[CH:24]=[CH:25][CH:26]=3)=[CH:17][N:16]=2)[CH:8]=[CH:9][C:10]=1[O:11][CH:12]([CH3:14])[CH3:13])#[N:4].C(O)(C)C.O. Product: [C:3]([C:5]1[CH:6]=[C:7]([C:15]2[N:16]=[CH:17][C:18]([C:21]3[C:22]([CH2:36][CH3:37])=[C:23]([O:27][CH2:28][CH2:29][CH2:30][C:31]([OH:33])=[O:32])[CH:24]=[CH:25][CH:26]=3)=[CH:19][N:20]=2)[CH:8]=[CH:9][C:10]=1[O:11][CH:12]([CH3:14])[CH3:13])#[N:4]. The catalyst class is: 52. (4) Reactant: [OH-].[Na+].[Cl:3][C:4]1[CH:20]=[CH:19][C:7]2[CH2:8][CH2:9][N:10](C(=O)C(F)(F)F)[CH2:11][CH2:12][C:6]=2[C:5]=1[NH:21][CH2:22][C:23]([F:26])([F:25])[F:24]. Product: [Cl:3][C:4]1[CH:20]=[CH:19][C:7]2[CH2:8][CH2:9][NH:10][CH2:11][CH2:12][C:6]=2[C:5]=1[NH:21][CH2:22][C:23]([F:24])([F:26])[F:25]. The catalyst class is: 8. (5) Reactant: Br[C:2]1[CH:7]=[C:6]([F:8])[CH:5]=[CH:4][C:3]=1[F:9].N#N.[CH2:12]([OH:14])[CH3:13].[Li][CH:16](CC)C.C1CCCCC1.B(F)(F)F.C(OCC)C. Product: [F:9][C:3]1[CH:4]=[CH:5][C:6]([F:8])=[CH:7][C:2]=1[CH2:13][C@H:12]([OH:14])[CH3:16]. The catalyst class is: 1.